This data is from Reaction yield outcomes from USPTO patents with 853,638 reactions. The task is: Predict the reaction yield, written as a fraction of the theoretical maximum amount of product (1.0 means a 100% yield; for example, 0.34 means a 34% yield). (1) The reactants are C([O:3][C:4](=O)[C:5]1[CH:10]=[CH:9][C:8]([N:11]2[C:15]([NH:16][C:17]([NH:19][C:20]3[C:29]4[C:24](=[CH:25][CH:26]=[CH:27][CH:28]=4)[CH:23]=[CH:22][CH:21]=3)=[O:18])=[CH:14][C:13]([C:30](C)([CH3:32])[CH3:31])=[N:12]2)=[CH:7][CH:6]=1)C.[H-].[H-].[H-].[H-].[Li+].[Al+3]. The catalyst is C1COCC1. The product is [OH:3][CH2:4][C:5]1[CH:10]=[CH:9][C:8]([N:11]2[C:15]([NH:16][C:17]([NH:19][C:20]3[C:29]4[C:24](=[CH:25][CH:26]=[CH:27][CH:28]=4)[CH:23]=[CH:22][CH:21]=3)=[O:18])=[CH:14][C:13]([CH:30]([CH3:32])[CH3:31])=[N:12]2)=[CH:7][CH:6]=1. The yield is 0.920. (2) The reactants are [CH:1]([C@H:4]1[NH:9][CH2:8][CH2:7][N:6]2[C:10]3[CH:16]=[C:15]([S:17]([CH3:20])(=[O:19])=[O:18])[C:14]([C:21]([O:23][CH3:24])=[O:22])=[CH:13][C:11]=3[N:12]=[C:5]12)([CH3:3])[CH3:2].[Br:25][C:26]1[C:27]([C:33]([F:36])([F:35])[F:34])=NC(Cl)=N[CH:31]=1.CCN(C(C)C)[CH:40]([CH3:42])[CH3:41].CN(C=O)C. The catalyst is O.CCOC(C)=O. The product is [Br:25][C:26]1[CH:31]=[CH:42][C:40]([N:9]2[CH2:8][CH2:7][N:6]3[C:10]4[CH:16]=[C:15]([S:17]([CH3:20])(=[O:19])=[O:18])[C:14]([C:21]([O:23][CH3:24])=[O:22])=[CH:13][C:11]=4[N:12]=[C:5]3[C@H:4]2[CH:1]([CH3:3])[CH3:2])=[CH:41][C:27]=1[C:33]([F:36])([F:35])[F:34]. The yield is 0.470. (3) The yield is 0.730. The reactants are [Br:1][C:2]1[CH:6]=[N:5][N:4]([CH:7]([CH3:9])[CH3:8])[C:3]=1[C:10]1[CH:11]=[C:12]([NH2:18])[CH:13]=[CH:14][C:15]=1[O:16][CH3:17].Cl[C:20]1[CH:21]=[C:22]([N:30]=[C:31]=[O:32])[CH:23]=[CH:24][C:25]=1[C:26]([F:29])([F:28])[F:27].C(Cl)[Cl:34]. The product is [Br:1][C:2]1[CH:6]=[N:5][N:4]([CH:7]([CH3:9])[CH3:8])[C:3]=1[C:10]1[CH:11]=[C:12]([NH:18][C:31]([NH:30][C:22]2[CH:23]=[CH:24][C:25]([C:26]([F:29])([F:28])[F:27])=[CH:20][C:21]=2[Cl:34])=[O:32])[CH:13]=[CH:14][C:15]=1[O:16][CH3:17]. No catalyst specified. (4) The reactants are [F:1][C:2]([F:41])([F:40])[C:3]1[CH:4]=[C:5]([CH:33]=[C:34]([C:36]([F:39])([F:38])[F:37])[CH:35]=1)[CH2:6][N:7]([CH2:14][C:15]1[CH:20]=[C:19]([C:21]([F:24])([F:23])[F:22])[CH:18]=[CH:17][C:16]=1[CH:25]([CH:27]1[CH2:32][CH2:31][CH2:30][CH2:29][CH2:28]1)[OH:26])[C:8]1[N:9]=[N:10][N:11]([CH3:13])[N:12]=1.[H-].[Na+].[CH3:44]I. The catalyst is C1COCC1. The product is [F:41][C:2]([F:1])([F:40])[C:3]1[CH:4]=[C:5]([CH:33]=[C:34]([C:36]([F:37])([F:38])[F:39])[CH:35]=1)[CH2:6][N:7]([CH2:14][C:15]1[CH:20]=[C:19]([C:21]([F:24])([F:23])[F:22])[CH:18]=[CH:17][C:16]=1[CH:25]([CH:27]1[CH2:32][CH2:31][CH2:30][CH2:29][CH2:28]1)[O:26][CH3:44])[C:8]1[N:9]=[N:10][N:11]([CH3:13])[N:12]=1. The yield is 0.830. (5) The reactants are [Br:1][C:2]1[CH:3]=[C:4]([CH:7]=[O:8])[S:5][CH:6]=1.C([Li])CCC.Br[C:15]1[CH:20]=[CH:19][C:18]([CH2:21][CH3:22])=[CH:17][CH:16]=1.[Cl-].[NH4+]. The catalyst is C1COCC1.CCCCCC. The product is [Br:1][C:2]1[CH:3]=[C:4]([CH:7]([C:15]2[CH:20]=[CH:19][C:18]([CH2:21][CH3:22])=[CH:17][CH:16]=2)[OH:8])[S:5][CH:6]=1. The yield is 0.450. (6) The yield is 0.0700. The reactants are Cl.C[O:3][CH:4](OC)[C:5]1[CH:10]=[CH:9][N:8]=[C:7]([NH2:11])[N:6]=1.C([O-])([O-])=O.[Na+].[Na+].[BH4-].[Na+].[OH-].[Na+]. The product is [NH2:11][C:7]1[N:6]=[C:5]([CH2:4][OH:3])[CH:10]=[CH:9][N:8]=1. The catalyst is CCOC(C)=O.C1COCC1.